Dataset: Forward reaction prediction with 1.9M reactions from USPTO patents (1976-2016). Task: Predict the product of the given reaction. (1) Given the reactants CN(C(ON1N=NC2C=CC=CC1=2)=[N+](C)C)C.[B-](F)(F)(F)F.CN1CCOCC1.Cl.[CH3:31][O:32][C:33]1[C:38]([CH3:39])=[CH:37][C:36]([CH:40]2[CH2:45][N:44]3[CH:46]=[C:47]([C:49](O)=[O:50])[N:48]=[C:43]3[CH2:42][CH2:41]2)=[CH:35][C:34]=1[CH3:52].[F:53][C:54]([F:68])([F:67])[C:55]1[CH:56]=[C:57]([N:61]2[CH2:66][CH2:65][NH:64][CH2:63][CH2:62]2)[CH:58]=[CH:59][CH:60]=1, predict the reaction product. The product is: [CH3:31][O:32][C:33]1[C:38]([CH3:39])=[CH:37][C:36]([CH:40]2[CH2:45][N:44]3[CH:46]=[C:47]([C:49]([N:64]4[CH2:63][CH2:62][N:61]([C:57]5[CH:58]=[CH:59][CH:60]=[C:55]([C:54]([F:67])([F:68])[F:53])[CH:56]=5)[CH2:66][CH2:65]4)=[O:50])[N:48]=[C:43]3[CH2:42][CH2:41]2)=[CH:35][C:34]=1[CH3:52]. (2) Given the reactants Br[C:2]1[CH:7]=[CH:6][CH:5]=[CH:4][C:3]=1[S:8]([N:11]1[CH2:14][CH:13]([C:15]#[N:16])[CH2:12]1)(=[O:10])=[O:9].[F:17][C:18]1[CH:23]=[C:22](B2OC(C)(C)C(C)(C)O2)[CH:21]=[CH:20][C:19]=1[C:33]1[CH:34]=[N:35][C:36]([NH2:39])=[N:37][CH:38]=1, predict the reaction product. The product is: [NH2:39][C:36]1[N:37]=[CH:38][C:33]([C:19]2[CH:20]=[CH:21][C:22]([C:2]3[CH:7]=[CH:6][CH:5]=[CH:4][C:3]=3[S:8]([N:11]3[CH2:14][CH:13]([C:15]#[N:16])[CH2:12]3)(=[O:10])=[O:9])=[CH:23][C:18]=2[F:17])=[CH:34][N:35]=1. (3) Given the reactants [Br:1][C:2]1[CH:3]=[C:4]([CH:8]=[CH:9][CH:10]=1)[C:5](O)=[O:6].[CH3:11][S:12]([NH2:15])(=[O:14])=[O:13].Cl.CN(C)CCCN=C=NCC, predict the reaction product. The product is: [Br:1][C:2]1[CH:3]=[C:4]([CH:8]=[CH:9][CH:10]=1)[C:5]([NH:15][S:12]([CH3:11])(=[O:14])=[O:13])=[O:6]. (4) Given the reactants [Cl:1][C:2]1[CH:7]=[C:6]([N+:8]([O-])=O)[CH:5]=[CH:4][C:3]=1[O:11][C:12]1[CH:17]=[CH:16][CH:15]=[C:14]([C:18]([F:25])([F:24])[CH2:19][C:20]([CH3:23])([CH3:22])[CH3:21])[CH:13]=1.[Cl-].[Ca+2].[Cl-].O, predict the reaction product. The product is: [Cl:1][C:2]1[CH:7]=[C:6]([CH:5]=[CH:4][C:3]=1[O:11][C:12]1[CH:17]=[CH:16][CH:15]=[C:14]([C:18]([F:24])([F:25])[CH2:19][C:20]([CH3:21])([CH3:22])[CH3:23])[CH:13]=1)[NH2:8]. (5) Given the reactants Br[C:2]1[CH:7]=[CH:6][C:5]([CH3:8])=[CH:4][C:3]=1[CH3:9].[C:10]([N:17]1[CH2:22][CH2:21][NH:20][C@H:19]([CH3:23])[CH2:18]1)([O:12][C:13]([CH3:16])([CH3:15])[CH3:14])=[O:11].C1(P(C2CCCCC2)C2C=CC=CC=2C2C(C(C)C)=CC(C(C)C)=CC=2C(C)C)CCCCC1.CC(C)([O-])C.[Na+], predict the reaction product. The product is: [C:13]([O:12][C:10]([N:17]1[CH2:22][CH2:21][N:20]([C:2]2[CH:7]=[CH:6][C:5]([CH3:8])=[CH:4][C:3]=2[CH3:9])[C@H:19]([CH3:23])[CH2:18]1)=[O:11])([CH3:16])([CH3:14])[CH3:15].